Dataset: Full USPTO retrosynthesis dataset with 1.9M reactions from patents (1976-2016). Task: Predict the reactants needed to synthesize the given product. The reactants are: [F:1][C:2]([F:13])([F:12])[C:3]1[CH:8]=[CH:7][C:6](B(O)O)=[CH:5][CH:4]=1.Cl[C:15]1[CH:21]=[CH:20][CH:19]=[CH:18][C:16]=1[NH2:17].C1(P(C2CCCCC2)C2CCCCC2)CCCCC1.P([O-])([O-])([O-])=O.[K+].[K+].[K+].O. Given the product [NH2:17][C:16]1[CH:18]=[CH:19][CH:20]=[CH:21][C:15]=1[C:6]1[CH:7]=[CH:8][C:3]([C:2]([F:13])([F:12])[F:1])=[CH:4][CH:5]=1, predict the reactants needed to synthesize it.